This data is from Reaction yield outcomes from USPTO patents with 853,638 reactions. The task is: Predict the reaction yield, written as a fraction of the theoretical maximum amount of product (1.0 means a 100% yield; for example, 0.34 means a 34% yield). (1) The reactants are [Cl:1][C:2]1[C:7]([C:8]#[N:9])=[CH:6][C:5]([F:10])=[C:4](Cl)[N:3]=1.[CH2:12]([NH2:17])[C:13]([CH3:16])([CH3:15])[CH3:14].C(N(CC)CC)C. The catalyst is C(#N)C. The product is [Cl:1][C:2]1[N:3]=[C:4]([NH:17][CH2:12][C:13]([CH3:16])([CH3:15])[CH3:14])[C:5]([F:10])=[CH:6][C:7]=1[C:8]#[N:9]. The yield is 0.870. (2) The reactants are [CH2:1]([O:8][C:9]1[CH:16]=[CH:15][C:12]([CH:13]=O)=[CH:11][CH:10]=1)[C:2]1[CH:7]=[CH:6][CH:5]=[CH:4][CH:3]=1.[CH:17]1([NH:22][OH:23])[CH2:21][CH2:20][CH2:19][CH2:18]1. The catalyst is C(Cl)(Cl)Cl. The product is [CH2:1]([O:8][C:9]1[CH:16]=[CH:15][C:12]([CH:13]=[N+:22]([CH:17]2[CH2:21][CH2:20][CH2:19][CH2:18]2)[O-:23])=[CH:11][CH:10]=1)[C:2]1[CH:7]=[CH:6][CH:5]=[CH:4][CH:3]=1. The yield is 0.851. (3) The reactants are [I:1]I.[N+:3]([C:6]1[CH:7]=[C:8]([CH:12]=[CH:13][CH:14]=1)[C:9]([OH:11])=[O:10])([O-:5])=[O:4]. The catalyst is S(=O)(=O)(O)O. The product is [I:1][C:13]1[CH:12]=[C:8]([CH:7]=[C:6]([N+:3]([O-:5])=[O:4])[CH:14]=1)[C:9]([OH:11])=[O:10]. The yield is 0.980. (4) The reactants are [CH3:1][N:2]1[C:10]2[N:9]=[C:8]([CH2:11][C:12]3[CH:17]=[CH:16][CH:15]=[C:14]([O:18][C:19]([F:22])([F:21])[F:20])[CH:13]=3)[N:7]([CH2:23][C:24]3[CH:29]=[CH:28][C:27]([CH3:30])=[CH:26][N:25]=3)[C:6]=2[C:5](=[O:31])[NH:4][C:3]1=[O:32].[OH:33][CH:34]([CH3:48])[CH2:35][CH2:36]OS(C1C=CC(C)=CC=1)(=O)=O.C(=O)([O-])[O-].[K+].[K+]. The catalyst is CN(C=O)C. The product is [OH:33][CH:34]([CH3:48])[CH2:35][CH2:36][N:4]1[C:5](=[O:31])[C:6]2[N:7]([CH2:23][C:24]3[CH:29]=[CH:28][C:27]([CH3:30])=[CH:26][N:25]=3)[C:8]([CH2:11][C:12]3[CH:17]=[CH:16][CH:15]=[C:14]([O:18][C:19]([F:22])([F:21])[F:20])[CH:13]=3)=[N:9][C:10]=2[N:2]([CH3:1])[C:3]1=[O:32]. The yield is 0.258.